This data is from Full USPTO retrosynthesis dataset with 1.9M reactions from patents (1976-2016). The task is: Predict the reactants needed to synthesize the given product. Given the product [OH:1][C@H:2]1[CH2:19][CH2:18][C@@:17]2([CH3:20])[C:4](=[CH:5][CH2:6][C@@H:7]3[C@@H:16]2[CH2:15][CH2:14][C@@:12]2([CH3:13])[C@H:8]3[CH2:9][CH2:10][C@@H:11]2[N:21]2[CH:25]=[N:24][CH:23]=[N:22]2)[CH2:3]1, predict the reactants needed to synthesize it. The reactants are: [OH:1][C@H:2]1[CH2:19][CH2:18][C@@:17]2([CH3:20])[C:4](=[CH:5][CH2:6][C@@H:7]3[C@@H:16]2[CH2:15][CH2:14][C@@:12]2([CH3:13])[C@H:8]3[CH2:9][CH:10]=[C:11]2[N:21]2[CH:25]=[N:24][CH:23]=[N:22]2)[CH2:3]1.O.NN.C(O)(=O)C.